The task is: Predict the reaction yield, written as a fraction of the theoretical maximum amount of product (1.0 means a 100% yield; for example, 0.34 means a 34% yield).. This data is from Reaction yield outcomes from USPTO patents with 853,638 reactions. (1) The reactants are CN([CH:4]=[O:5])C.P(Br)(Br)[Br:7].[C:10]1(=O)[CH2:15][CH2:14][CH2:13][CH2:12][CH2:11]1.C([O-])(O)=O.[Na+]. The catalyst is C(Cl)(Cl)Cl.O. The product is [Br:7][C:10]1[CH2:15][CH2:14][CH2:13][CH2:12][C:11]=1[CH:4]=[O:5]. The yield is 0.800. (2) The reactants are [S:1]1[CH:5]=[CH:4][CH:3]=[C:2]1[C:6](Cl)=[O:7].[C:9]([O:13][C:14]([N:16]1[CH2:21][CH2:20][NH:19][CH2:18][CH2:17]1)=[O:15])([CH3:12])([CH3:11])[CH3:10]. The catalyst is CN(C1C=CN=CC=1)C.N1C=CC=CC=1. The product is [C:9]([O:13][C:14]([N:16]1[CH2:21][CH2:20][N:19]([C:6]([C:2]2[S:1][CH:5]=[CH:4][CH:3]=2)=[O:7])[CH2:18][CH2:17]1)=[O:15])([CH3:12])([CH3:10])[CH3:11]. The yield is 0.880. (3) The reactants are Cl[S:2]([C:5]1[CH:6]=[CH:7][C:8]([F:14])=[C:9]([CH:13]=1)[C:10]([OH:12])=[O:11])(=[O:4])=[O:3].[CH:15]1([NH2:21])[CH2:20][CH2:19][CH2:18][CH2:17][CH2:16]1.CCN(C(C)C)C(C)C. The catalyst is C(Cl)Cl. The product is [CH:15]1([NH:21][S:2]([C:5]2[CH:6]=[CH:7][C:8]([F:14])=[C:9]([CH:13]=2)[C:10]([OH:12])=[O:11])(=[O:4])=[O:3])[CH2:20][CH2:19][CH2:18][CH2:17][CH2:16]1. The yield is 0.950. (4) The reactants are [OH:1][CH2:2][C@H:3]([NH:8][C:9](=[O:18])[C:10]1[CH:15]=[CH:14][C:13]([CH3:16])=[C:12]([CH3:17])[CH:11]=1)[CH2:4][CH:5]([CH3:7])[CH3:6].[OH-].[Na+].I[CH3:22]. The catalyst is CN(C=O)C. The product is [CH3:22][O:1][CH2:2][C@H:3]([NH:8][C:9](=[O:18])[C:10]1[CH:15]=[CH:14][C:13]([CH3:16])=[C:12]([CH3:17])[CH:11]=1)[CH2:4][CH:5]([CH3:7])[CH3:6]. The yield is 0.730. (5) The reactants are [NH2:1][C:2]1[CH:3]=[C:4]([OH:8])[CH:5]=[CH:6][CH:7]=1.[O:9]=[C:10]1[C:22]2[CH:21]=[C:20]([S:23](Cl)(=[O:25])=[O:24])[CH:19]=[CH:18][C:17]=2[C:16]2[C:11]1=[CH:12][C:13]([S:27](Cl)(=[O:29])=[O:28])=[CH:14][CH:15]=2. The catalyst is N1C=CC=CC=1. The product is [OH:8][C:4]1[CH:3]=[C:2]([NH:1][S:27]([C:13]2[CH:14]=[CH:15][C:16]3[C:17]4[C:22](=[CH:21][C:20]([S:23]([NH:1][C:2]5[CH:7]=[CH:6][CH:5]=[C:4]([OH:8])[CH:3]=5)(=[O:25])=[O:24])=[CH:19][CH:18]=4)[C:10](=[O:9])[C:11]=3[CH:12]=2)(=[O:29])=[O:28])[CH:7]=[CH:6][CH:5]=1. The yield is 0.900.